From a dataset of Full USPTO retrosynthesis dataset with 1.9M reactions from patents (1976-2016). Predict the reactants needed to synthesize the given product. (1) Given the product [C:1]([C:4]1[CH:5]=[CH:6][C:7]([CH2:8][N:9]2[C:17]3[C:12](=[CH:13][C:14]([C:18]4[CH:22]=[N:21][NH:20][CH:19]=4)=[CH:15][CH:16]=3)[CH2:11][CH2:10]2)=[CH:23][CH:24]=1)([CH3:26])([CH3:3])[CH3:2], predict the reactants needed to synthesize it. The reactants are: [CH:1]([C:4]1[CH:24]=[CH:23][C:7]([CH2:8][N:9]2[C:17]3[C:12](=[CH:13][C:14]([C:18]4[CH:19]=[N:20][NH:21][CH:22]=4)=[CH:15][CH:16]=3)[CH2:11][CH2:10]2)=[CH:6][CH:5]=1)([CH3:3])[CH3:2].Br[C:26]1C=C2C(=CC=1)NCC2.BrCC1C=CC(C(C)(C)C)=CC=1.CC1(C)C(C)(C)OB(C2C=NN(C(OC(C)(C)C)=O)C=2)O1. (2) Given the product [Cl:46][C:45]1[CH:44]=[CH:43][C:7]([CH2:8][O:9][CH:10]2[CH:15]([C:16]3[CH:21]=[CH:20][C:19]([O:22][CH2:23][CH2:24][CH2:25][O:26][CH2:27][C:28]4[CH:33]=[CH:32][CH:31]=[CH:30][C:29]=4[O:34][CH3:35])=[CH:18][CH:17]=3)[CH2:14][CH2:13][N:12]([C:36]([O:38][C:39]([CH3:41])([CH3:42])[CH3:40])=[O:37])[CH2:11]2)=[CH:6][C:5]=1[OH:4], predict the reactants needed to synthesize it. The reactants are: C([O:4][C:5]1[CH:6]=[C:7]([CH:43]=[CH:44][C:45]=1[Cl:46])[CH2:8][O:9][CH:10]1[CH:15]([C:16]2[CH:21]=[CH:20][C:19]([O:22][CH2:23][CH2:24][CH2:25][O:26][CH2:27][C:28]3[CH:33]=[CH:32][CH:31]=[CH:30][C:29]=3[O:34][CH3:35])=[CH:18][CH:17]=2)[CH2:14][CH2:13][N:12]([C:36]([O:38][C:39]([CH3:42])([CH3:41])[CH3:40])=[O:37])[CH2:11]1)C=C.[BH4-].[Li+].C(=O)([O-])O.[Na+].